Dataset: Reaction yield outcomes from USPTO patents with 853,638 reactions. Task: Predict the reaction yield, written as a fraction of the theoretical maximum amount of product (1.0 means a 100% yield; for example, 0.34 means a 34% yield). (1) The reactants are N1(C2CCCCCCCCCC2)CCCN=CCCCCC1.[CH3:23][N:24]1[N:33]=[N:32][C:31]2[N:27]([CH:28]=[N:29][C:30]=2[C:34]([NH2:36])=[O:35])[C:25]1=[O:26].IC[C:39]([O:41][CH2:42][CH3:43])=[O:40].Cl. The catalyst is C(#N)C. The product is [C:34]([C:30]1[N:29]=[CH:28][N:27]2[C:25](=[O:26])[N:24]([CH2:23][C:39]([O:41][CH2:42][CH3:43])=[O:40])[N:33]=[N:32][C:31]=12)(=[O:35])[NH2:36]. The yield is 0.130. (2) The reactants are [Br:1][C:2]1[CH:3]=[CH:4][C:5]([F:11])=[C:6]([CH:10]=1)[C:7]([OH:9])=O.S(Cl)(Cl)=O.[OH:16][CH2:17][CH:18]1[NH:23][CH2:22][CH2:21][N:20]([C:24]([O:26][C:27]([CH3:30])([CH3:29])[CH3:28])=[O:25])[CH2:19]1.C(N(CC)CC)C. The catalyst is O1CCCC1.O. The product is [Br:1][C:2]1[CH:3]=[CH:4][C:5]([F:11])=[C:6]([CH:10]=1)[C:7]([N:23]1[CH2:22][CH2:21][N:20]([C:24]([O:26][C:27]([CH3:28])([CH3:29])[CH3:30])=[O:25])[CH2:19][CH:18]1[CH2:17][OH:16])=[O:9]. The yield is 0.839. (3) The reactants are [F:1][C:2]1[CH:7]=[CH:6][C:5](OC)=[CH:4][C:3]=1[F:10].[CH2:11]=[O:12].[ClH:13].[C:14](=O)([O-])O.[Na+]. The catalyst is C(O)(=O)C.C(OCC)C. The product is [Cl:13][CH2:5][C:6]1[CH:7]=[C:2]([F:1])[C:3]([F:10])=[CH:4][C:11]=1[O:12][CH3:14]. The yield is 0.920. (4) The reactants are [Cl:1][C:2]1[CH:7]=[CH:6][C:5]([C:8]2([C:11]3[N:15]=[C:14]([O:16][C:17]4[C:23]([CH3:24])=[CH:22][C:20]([NH2:21])=[C:19]([CH3:25])[CH:18]=4)[S:13][N:12]=3)[CH2:10][CH2:9]2)=[CH:4][CH:3]=1.CO.CO[CH:30](OC)[N:31]([CH2:33][CH3:34])[CH3:32]. The catalyst is C1(C)C=CC=CC=1. The product is [Cl:1][C:2]1[CH:7]=[CH:6][C:5]([C:8]2([C:11]3[N:15]=[C:14]([O:16][C:17]4[C:23]([CH3:24])=[CH:22][C:20]([N:21]=[CH:30][N:31]([CH2:33][CH3:34])[CH3:32])=[C:19]([CH3:25])[CH:18]=4)[S:13][N:12]=3)[CH2:10][CH2:9]2)=[CH:4][CH:3]=1. The yield is 0.617. (5) The reactants are [C:1](Cl)(Cl)=[O:2].[CH3:5][O:6][C:7]1([CH2:10][CH2:11][N:12]2[CH2:16][CH2:15][NH:14][C:13]2=[O:17])[CH2:9][CH2:8]1.N1C=CC=CC=1.[CH3:24][N:25]1[CH:29]=[C:28]([C:30]2[CH:35]=[C:34]([O:36][C:37]3[CH:38]=[CH:39][C:40]([NH2:43])=[N:41][CH:42]=3)[CH:33]=[CH:32][N:31]=2)[CH:27]=[N:26]1. The yield is 0.240. The catalyst is C(Cl)Cl.O. The product is [CH3:5][O:6][C:7]1([CH2:10][CH2:11][N:12]2[CH2:16][CH2:15][N:14]([C:13]([NH:43][C:40]3[CH:39]=[CH:38][C:37]([O:36][C:34]4[CH:33]=[CH:32][N:31]=[C:30]([C:28]5[CH:27]=[N:26][N:25]([CH3:24])[CH:29]=5)[CH:35]=4)=[CH:42][N:41]=3)=[O:17])[C:1]2=[O:2])[CH2:8][CH2:9]1. (6) The reactants are O[C:2]1[CH:7]=[CH:6][CH:5]=[CH:4][C:3]=1[CH2:8][CH2:9][C:10]([O:12]C)=[O:11].I[CH2:15][CH2:16][CH3:17].C([O-])([O-])=[O:19].[K+].[K+]. The catalyst is CN(C=O)C. The product is [CH2:15]([O:19][C:6]1[CH:7]=[CH:2][C:3]([CH2:8][CH2:9][C:10]([OH:12])=[O:11])=[CH:4][CH:5]=1)[CH2:16][CH3:17]. The yield is 0.980. (7) The reactants are C(O[C:5](=[O:22])[NH:6][CH:7]1[CH2:11][C:10](=[O:12])[O:9][CH:8]1[O:13][CH2:14][CH2:15][C:16]1[CH:21]=[CH:20][CH:19]=[CH:18]C=1)C=C.[N:23]1([C:31]([O:33][C:34]([CH3:37])([CH3:36])[CH3:35])=[O:32])[CH2:30][CH2:29][CH2:28][C@H:24]1C(O)=O. No catalyst specified. The product is [C:34]([O:33][C:31]([N:23]1[CH2:30][CH2:29][CH2:28][CH:24]1[C:5](=[O:22])[NH:6][CH:7]1[CH2:11][C:10](=[O:12])[O:9][CH:8]1[O:13][CH2:14][C:15]1[CH:16]=[CH:21][CH:20]=[CH:19][CH:18]=1)=[O:32])([CH3:37])([CH3:35])[CH3:36]. The yield is 0.940. (8) The reactants are [Cl:1][C:2]1[CH:3]=[C:4]([CH:9]([O:13][CH:14]2[CH2:19][CH2:18][O:17][CH2:16][CH2:15]2)[C:10](O)=[O:11])[CH:5]=[CH:6][C:7]=1[Cl:8].C(Cl)(=O)C(Cl)=O.C[Si](C)(C)[NH:28][Si](C)(C)C. The catalyst is ClCCl.CN(C)C=O. The product is [Cl:1][C:2]1[CH:3]=[C:4]([CH:9]([O:13][CH:14]2[CH2:19][CH2:18][O:17][CH2:16][CH2:15]2)[C:10]([NH2:28])=[O:11])[CH:5]=[CH:6][C:7]=1[Cl:8]. The yield is 0.630. (9) The reactants are [Cl:1][C:2]1[N:10]=[C:9]([F:11])[N:8]=[C:7]2[C:3]=1[N:4]=[CH:5][NH:6]2.[CH3:12][CH:13](O)[CH3:14].C1C=CC(P(C2C=CC=CC=2)C2C=CC=CC=2)=CC=1.CCOC(/N=N/C(OCC)=O)=O. No catalyst specified. The product is [Cl:1][C:2]1[N:10]=[C:9]([F:11])[N:8]=[C:7]2[C:3]=1[N:4]=[CH:5][N:6]2[CH:13]([CH3:14])[CH3:12]. The yield is 0.640. (10) The reactants are Cl[C:2]1[N:10]=[C:9]2[C:5]([N:6]=[CH:7][N:8]2[CH2:11][O:12][CH2:13][CH2:14][Si:15]([CH3:18])([CH3:17])[CH3:16])=[C:4]([C:19]2[O:20][CH:21]=[CH:22][CH:23]=2)[N:3]=1.[CH3:24][O-:25].[Na+]. The catalyst is CO. The product is [O:20]1[CH:21]=[CH:22][CH:23]=[C:19]1[C:4]1[N:3]=[C:2]([O:25][CH3:24])[N:10]=[C:9]2[C:5]=1[N:6]=[CH:7][N:8]2[CH2:11][O:12][CH2:13][CH2:14][Si:15]([CH3:18])([CH3:17])[CH3:16]. The yield is 0.670.